Task: Regression. Given two drug SMILES strings and cell line genomic features, predict the synergy score measuring deviation from expected non-interaction effect.. Dataset: NCI-60 drug combinations with 297,098 pairs across 59 cell lines (1) Drug 1: CN(C)N=NC1=C(NC=N1)C(=O)N. Drug 2: CS(=O)(=O)OCCCCOS(=O)(=O)C. Cell line: 786-0. Synergy scores: CSS=7.69, Synergy_ZIP=-0.153, Synergy_Bliss=0.594, Synergy_Loewe=-2.85, Synergy_HSA=0.836. (2) Drug 1: COC1=C(C=C2C(=C1)N=CN=C2NC3=CC(=C(C=C3)F)Cl)OCCCN4CCOCC4. Drug 2: CC12CCC3C(C1CCC2=O)CC(=C)C4=CC(=O)C=CC34C. Cell line: HCT116. Synergy scores: CSS=63.3, Synergy_ZIP=-2.16, Synergy_Bliss=3.61, Synergy_Loewe=-0.0807, Synergy_HSA=3.96. (3) Drug 1: CNC(=O)C1=CC=CC=C1SC2=CC3=C(C=C2)C(=NN3)C=CC4=CC=CC=N4. Drug 2: CC1=C(C(CCC1)(C)C)C=CC(=CC=CC(=CC(=O)O)C)C. Cell line: NCI-H322M. Synergy scores: CSS=4.31, Synergy_ZIP=0.613, Synergy_Bliss=3.13, Synergy_Loewe=3.01, Synergy_HSA=2.51. (4) Drug 1: CC1=C(C=C(C=C1)NC2=NC=CC(=N2)N(C)C3=CC4=NN(C(=C4C=C3)C)C)S(=O)(=O)N.Cl. Drug 2: CCC1=C2CN3C(=CC4=C(C3=O)COC(=O)C4(CC)O)C2=NC5=C1C=C(C=C5)O. Cell line: OVCAR3. Synergy scores: CSS=34.9, Synergy_ZIP=0.549, Synergy_Bliss=-3.01, Synergy_Loewe=-39.6, Synergy_HSA=-2.98.